Dataset: Reaction yield outcomes from USPTO patents with 853,638 reactions. Task: Predict the reaction yield, written as a fraction of the theoretical maximum amount of product (1.0 means a 100% yield; for example, 0.34 means a 34% yield). The reactants are [C:1]([O:5][C:6]([N:8]1[CH2:13][CH2:12][CH:11]([O:14][C:15]2[CH:20]=[CH:19][C:18]([C:21]#[N:22])=[C:17]([CH3:23])[CH:16]=2)[CH2:10][CH2:9]1)=[O:7])([CH3:4])([CH3:3])[CH3:2].C(O[CH:29](N(C)C)[N:30]([CH3:32])[CH3:31])(C)(C)C. No catalyst specified. The product is [C:1]([O:5][C:6]([N:8]1[CH2:9][CH2:10][CH:11]([O:14][C:15]2[CH:20]=[CH:19][C:18]([C:21]#[N:22])=[C:17](/[CH:23]=[CH:29]/[N:30]([CH3:32])[CH3:31])[CH:16]=2)[CH2:12][CH2:13]1)=[O:7])([CH3:4])([CH3:3])[CH3:2]. The yield is 0.730.